Task: Predict the product of the given reaction.. Dataset: Forward reaction prediction with 1.9M reactions from USPTO patents (1976-2016) (1) The product is: [CH2:24]([O:23][CH2:22][C:16]1[N:17]([NH:18][CH:19]([CH3:20])[CH3:21])[C:13]2[CH:12]=[C:11]([CH3:26])[N:10]=[C:9]([NH2:8])[C:14]=2[N:15]=1)[CH3:25]. Given the reactants C([N:8](CC1C=CC=CC=1)[C:9]1[C:14]2[N:15]=[C:16]([CH2:22][O:23][CH2:24][CH3:25])[N:17]([NH:18][CH:19]([CH3:21])[CH3:20])[C:13]=2[CH:12]=[C:11]([CH3:26])[N:10]=1)C1C=CC=CC=1.C([O-])=O.[NH4+].CO, predict the reaction product. (2) Given the reactants [NH2:1][C:2]1[CH:3]=[C:4]([C:8]([OH:17])([C:13]([F:16])([F:15])[F:14])[C:9]([F:12])([F:11])[F:10])[CH:5]=[CH:6][CH:7]=1.[C:18]([O:22][C:23]([N:25]1[CH2:29][CH2:28][CH2:27][C@H:26]1[CH2:30]O)=[O:24])([CH3:21])([CH3:20])[CH3:19].C1C=CC(P(C2C=CC=CC=2)C2C=CC=CC=2)=CC=1.CCOC(/N=N/C(OCC)=O)=O, predict the reaction product. The product is: [C:18]([O:22][C:23]([N:25]1[CH2:29][CH2:28][CH2:27][C@H:26]1[CH2:30][O:17][C:8]([C:4]1[CH:5]=[CH:6][CH:7]=[C:2]([NH2:1])[CH:3]=1)([C:9]([F:10])([F:11])[F:12])[C:13]([F:14])([F:15])[F:16])=[O:24])([CH3:21])([CH3:19])[CH3:20]. (3) Given the reactants Br[C:2]1[S:10][C:9]2[C:8]([Cl:11])=[N:7][CH:6]=[N:5][C:4]=2[CH:3]=1.CC1(C)C(C)(C)OB([C:20]2[CH2:21][CH2:22][N:23]([C:26]([O:28][C:29]([CH3:32])([CH3:31])[CH3:30])=[O:27])[CH2:24][CH:25]=2)O1.C(=O)([O-])[O-].[K+].[K+], predict the reaction product. The product is: [Cl:11][C:8]1[C:9]2[S:10][C:2]([C:20]3[CH2:25][CH2:24][N:23]([C:26]([O:28][C:29]([CH3:32])([CH3:31])[CH3:30])=[O:27])[CH2:22][CH:21]=3)=[CH:3][C:4]=2[N:5]=[CH:6][N:7]=1. (4) Given the reactants [C:1]1([NH:7][C:8]2[N:12]3[C:13]([C:21]([F:24])([F:23])[F:22])=[CH:14][CH:15]=[C:16]([C:17]([O:19]C)=[O:18])[C:11]3=[N:10][N:9]=2)[CH:6]=[CH:5][CH:4]=[CH:3][CH:2]=1.[OH-].[Na+], predict the reaction product. The product is: [C:1]1([NH:7][C:8]2[N:12]3[C:13]([C:21]([F:22])([F:24])[F:23])=[CH:14][CH:15]=[C:16]([C:17]([OH:19])=[O:18])[C:11]3=[N:10][N:9]=2)[CH:2]=[CH:3][CH:4]=[CH:5][CH:6]=1. (5) Given the reactants [CH3:1][O:2][C:3]1[CH:21]=[CH:20][CH:19]=[CH:18][C:4]=1[CH2:5][C:6]1[N:10]([C:11]2[N:16]=[CH:15][C:14]([NH2:17])=[CH:13][CH:12]=2)[N:9]=[N:8][N:7]=1.FC(F)(F)S(O[C:28]1[CH:37]=[CH:36][C:35]2[C:30](=[CH:31][CH:32]=[CH:33][CH:34]=2)[C:29]=1[N+:38]([O-:40])=[O:39])(=O)=O.C1(P(C2C=CC=CC=2)C2C=CC=CC=2)C=CC=CC=1.C(=O)([O-])[O-].[K+].[K+], predict the reaction product. The product is: [CH3:1][O:2][C:3]1[CH:21]=[CH:20][CH:19]=[CH:18][C:4]=1[CH2:5][C:6]1[N:10]([C:11]2[N:16]=[CH:15][C:14]([NH:17][C:28]3[CH:37]=[CH:36][C:35]4[C:30](=[CH:31][CH:32]=[CH:33][CH:34]=4)[C:29]=3[N+:38]([O-:40])=[O:39])=[CH:13][CH:12]=2)[N:9]=[N:8][N:7]=1. (6) The product is: [OH:30][C:1]([C:4]1[CH:5]=[C:6]2[C:11](=[C:12]([C:14]3[CH:15]=[C:16]([O:20][S:21]([C:24]4[CH:29]=[CH:28][CH:27]=[CH:26][CH:25]=4)(=[O:23])=[O:22])[CH:17]=[CH:18][CH:19]=3)[CH:13]=1)[N:10]=[CH:9][CH:8]=[CH:7]2)([CH3:3])[CH3:2]. Given the reactants [CH:1]([C:4]1[CH:5]=[C:6]2[C:11](=[C:12]([C:14]3[CH:15]=[C:16]([O:20][S:21]([C:24]4[CH:29]=[CH:28][CH:27]=[CH:26][CH:25]=4)(=[O:23])=[O:22])[CH:17]=[CH:18][CH:19]=3)[CH:13]=1)[N:10]=[CH:9][CH:8]=[CH:7]2)([CH3:3])[CH3:2].[O:30]=[N+]([O-])[O-].[O-][N+](=O)[O-].[O-][N+](=O)[O-].[O-][N+](=O)[O-].[O-][N+](=O)[O-].[O-][N+](=O)[O-].[Ce+4].[NH4+].[NH4+], predict the reaction product.